Predict the product of the given reaction. From a dataset of Forward reaction prediction with 1.9M reactions from USPTO patents (1976-2016). (1) The product is: [CH3:15][C:16]1[C:24]([CH3:25])=[CH:23][CH:22]=[CH:21][C:17]=1[C:18]([NH:20][CH2:26][N:10]1[CH2:9][CH2:8][N:7]([C:2]2[CH:3]=[CH:4][CH:5]=[CH:6][N:1]=2)[CH2:12][CH2:11]1)=[O:19]. Given the reactants [N:1]1[CH:6]=[CH:5][CH:4]=[CH:3][C:2]=1[N:7]1[CH2:12][CH2:11][NH:10][CH2:9][CH2:8]1.C=O.[CH3:15][C:16]1[C:24]([CH3:25])=[CH:23][CH:22]=[CH:21][C:17]=1[C:18]([NH2:20])=[O:19].[C:26](=O)([O-])[O-].[K+].[K+], predict the reaction product. (2) Given the reactants F[C:2]1[CH:7]=[CH:6][CH:5]=[C:4]([N+:8]([O-:10])=[O:9])[CH:3]=1.[C:11]([O:15][C:16]([N:18]1[CH2:23][CH2:22][NH:21][CH2:20][CH2:19]1)=[O:17])([CH3:14])([CH3:13])[CH3:12], predict the reaction product. The product is: [C:11]([O:15][C:16]([N:18]1[CH2:23][CH2:22][N:21]([C:2]2[CH:7]=[CH:6][CH:5]=[C:4]([N+:8]([O-:10])=[O:9])[CH:3]=2)[CH2:20][CH2:19]1)=[O:17])([CH3:14])([CH3:12])[CH3:13]. (3) Given the reactants C(O[C:4]([C:6]1[N:11]=[CH:10][C:9]2[N:12]=[C:13]([C:15]3[CH:20]=[CH:19][C:18]([F:21])=[C:17]([Cl:22])[CH:16]=3)[S:14][C:8]=2[C:7]=1[OH:23])=[O:5])C.[NH2:24][CH2:25][C:26]([OH:28])=[O:27].C[O-].[Na+].CO, predict the reaction product. The product is: [Cl:22][C:17]1[CH:16]=[C:15]([C:13]2[S:14][C:8]3[C:7]([OH:23])=[C:6]([C:4]([NH:24][CH2:25][C:26]([OH:28])=[O:27])=[O:5])[N:11]=[CH:10][C:9]=3[N:12]=2)[CH:20]=[CH:19][C:18]=1[F:21]. (4) Given the reactants Br[C:2]1[CH:3]=[C:4]([C:26]2[CH:27]=[CH:28][C:29]([Cl:41])=[C:30]3[C:34]=2[N:33]([CH3:35])[N:32]=[C:31]3[NH:36][S:37]([CH3:40])(=[O:39])=[O:38])[C:5]([C@@H:8]([NH:18][C:19](=[O:25])[O:20][C:21]([CH3:24])([CH3:23])[CH3:22])[CH2:9][C:10]2[CH:15]=[C:14]([F:16])[CH:13]=[C:12]([F:17])[CH:11]=2)=[N:6][CH:7]=1.CCOC(C)=O.[CH3:48][N:49](C=O)C, predict the reaction product. The product is: [Cl:41][C:29]1[CH:28]=[CH:27][C:26]([C:4]2[C:5]([C@@H:8]([NH:18][C:19](=[O:25])[O:20][C:21]([CH3:23])([CH3:22])[CH3:24])[CH2:9][C:10]3[CH:15]=[C:14]([F:16])[CH:13]=[C:12]([F:17])[CH:11]=3)=[N:6][CH:7]=[C:2]([C:48]#[N:49])[CH:3]=2)=[C:34]2[C:30]=1[C:31]([NH:36][S:37]([CH3:40])(=[O:38])=[O:39])=[N:32][N:33]2[CH3:35]. (5) Given the reactants [Cl:1][C:2]1[CH:3]=[C:4]([OH:11])[C:5]([N+:8]([O-:10])=[O:9])=[N:6][CH:7]=1.[H-].[Na+].[CH:14]1(I)[CH2:18][CH2:17][CH2:16][CH2:15]1.O, predict the reaction product. The product is: [Cl:1][C:2]1[CH:3]=[C:4]([O:11][CH:14]2[CH2:18][CH2:17][CH2:16][CH2:15]2)[C:5]([N+:8]([O-:10])=[O:9])=[N:6][CH:7]=1. (6) Given the reactants [NH2:1][C:2]1[C:7]([N+:8]([O-:10])=[O:9])=[CH:6][CH:5]=[CH:4][C:3]=1[OH:11].[CH2:12](C(CC)(CC)C([O-])([O-])[O-])[CH3:13], predict the reaction product. The product is: [CH3:12][C:13]1[O:11][C:3]2[CH:4]=[CH:5][CH:6]=[C:7]([N+:8]([O-:10])=[O:9])[C:2]=2[N:1]=1. (7) Given the reactants [C:1]([OH:8])(=[O:7])/[CH:2]=[CH:3]\[C:4]([OH:6])=[O:5].[S:9]1[CH:13]=[CH:12][C:11]2[C:14]([N:18]3[CH2:23][CH2:22][N:21]([CH2:24][CH2:25][CH2:26][CH2:27][O:28]N4C5C(=CC=CC=5)C=CC4=O)[CH2:20][CH2:19]3)=[CH:15][CH:16]=[CH:17][C:10]1=2, predict the reaction product. The product is: [C:1]([OH:8])(=[O:7])/[CH:2]=[CH:3]\[C:4]([OH:6])=[O:5].[S:9]1[CH:13]=[CH:12][C:11]2[C:14]([N:18]3[CH2:19][CH2:20][N:21]([CH2:24][CH2:25][CH2:26][CH2:27][O:28][C:10]4[CH:11]=[C:14]5[C:1]([CH:2]=[CH:3][C:4](=[O:6])[NH:18]5)=[CH:16][CH:17]=4)[CH2:22][CH2:23]3)=[CH:15][CH:16]=[CH:17][C:10]1=2.